The task is: Regression. Given a peptide amino acid sequence and an MHC pseudo amino acid sequence, predict their binding affinity value. This is MHC class I binding data.. This data is from Peptide-MHC class I binding affinity with 185,985 pairs from IEDB/IMGT. (1) The peptide sequence is RIKQIINMW. The MHC is HLA-B18:01 with pseudo-sequence HLA-B18:01. The binding affinity (normalized) is 0.284. (2) The peptide sequence is AISKLGINY. The MHC is HLA-A68:01 with pseudo-sequence HLA-A68:01. The binding affinity (normalized) is 0.335. (3) The peptide sequence is CIVQSVLRDI. The MHC is HLA-A02:01 with pseudo-sequence HLA-A02:01. The binding affinity (normalized) is 0.346. (4) The peptide sequence is FTNRSGSQ. The MHC is HLA-A03:01 with pseudo-sequence HLA-A03:01. The binding affinity (normalized) is 0. (5) The peptide sequence is ISPRTLNAW. The MHC is HLA-B54:01 with pseudo-sequence HLA-B54:01. The binding affinity (normalized) is 0. (6) The peptide sequence is AFDLSHFLK. The MHC is HLA-B40:02 with pseudo-sequence HLA-B40:02. The binding affinity (normalized) is 0.